This data is from Forward reaction prediction with 1.9M reactions from USPTO patents (1976-2016). The task is: Predict the product of the given reaction. Given the reactants [CH2:1]([O:8][CH2:9][C:10]1[NH:18][C:17]2[C:16](=[O:19])[N:15]([CH2:20][CH2:21][CH2:22][CH2:23][C@H:24]([OH:26])[CH3:25])[C:14](=[O:27])[N:13]([CH3:28])[C:12]=2[N:11]=1)[C:2]1[CH:7]=[CH:6][CH:5]=[CH:4][CH:3]=1.C(N(CC)CC)C.[C:36](OC(=O)C)(=[O:38])[CH3:37], predict the reaction product. The product is: [C:36]([O:26][C@H:24]([CH3:25])[CH2:23][CH2:22][CH2:21][CH2:20][N:15]1[C:16](=[O:19])[C:17]2[NH:18][C:10]([CH2:9][O:8][CH2:1][C:2]3[CH:7]=[CH:6][CH:5]=[CH:4][CH:3]=3)=[N:11][C:12]=2[N:13]([CH3:28])[C:14]1=[O:27])(=[O:38])[CH3:37].